Dataset: Forward reaction prediction with 1.9M reactions from USPTO patents (1976-2016). Task: Predict the product of the given reaction. (1) Given the reactants Br[C:2]1[CH:3]=[C:4]([C:8]2([CH3:15])[NH:13][C:12](=[O:14])[CH2:11][O:10][CH2:9]2)[CH:5]=[CH:6][CH:7]=1.CCSC(N(CC(C)C)CC(C)C)=O.C(P(C(C)(C)C)C1C=CC=CC=1C1C(C(C)C)=CC(C(C)C)=CC=1C(C)C)(C)(C)C.[C:60](=[NH:73])([C:67]1[CH:72]=[CH:71][CH:70]=[CH:69][CH:68]=1)[C:61]1[CH:66]=[CH:65][CH:64]=[CH:63][CH:62]=1, predict the reaction product. The product is: [C:60](=[N:73][C:2]1[CH:3]=[C:4]([C:8]2([CH3:15])[NH:13][C:12](=[O:14])[CH2:11][O:10][CH2:9]2)[CH:5]=[CH:6][CH:7]=1)([C:67]1[CH:68]=[CH:69][CH:70]=[CH:71][CH:72]=1)[C:61]1[CH:66]=[CH:65][CH:64]=[CH:63][CH:62]=1. (2) Given the reactants Br[C:2]1[C:3]([NH2:12])=[N:4][CH:5]=[C:6]([C:8]([F:11])([F:10])[F:9])[CH:7]=1.C(CC(=O)C)(=O)C.C(=O)([O-])[O-].[Cs+].[Cs+].[NH3:26], predict the reaction product. The product is: [F:9][C:8]([F:11])([F:10])[C:6]1[CH:7]=[C:2]([NH2:26])[C:3]([NH2:12])=[N:4][CH:5]=1. (3) Given the reactants Cl[CH2:2][CH2:3][CH2:4][CH2:5][N:6]1[C@@H:10](/[CH:11]=[CH:12]/[CH:13]([OH:21])[CH2:14][C:15]2[CH:20]=[CH:19][CH:18]=[CH:17][CH:16]=2)[CH2:9][CH2:8][C:7]1=[O:22].[CH:23]([Si:26]([S:33][Si](C(C)C)(C(C)C)C(C)C)([CH:30]([CH3:32])[CH3:31])[CH:27]([CH3:29])[CH3:28])([CH3:25])[CH3:24].[H-].[Na+].O, predict the reaction product. The product is: [OH:21][CH:13]([CH2:14][C:15]1[CH:20]=[CH:19][CH:18]=[CH:17][CH:16]=1)/[CH:12]=[CH:11]/[C@@H:10]1[N:6]([CH2:5][CH2:4][CH2:3][CH2:2][S:33][Si:26]([CH:27]([CH3:29])[CH3:28])([CH:30]([CH3:32])[CH3:31])[CH:23]([CH3:24])[CH3:25])[C:7](=[O:22])[CH2:8][CH2:9]1. (4) Given the reactants [CH3:1][C:2]1([CH3:14])[C:10]2[C:5](=[CH:6][C:7]([CH3:11])=[CH:8][CH:9]=2)[C:4]([CH3:13])([CH3:12])[CH2:3]1.[Br:15]N1C(=O)CCC1=O, predict the reaction product. The product is: [Br:15][CH2:11][C:7]1[CH:6]=[C:5]2[C:10](=[CH:9][CH:8]=1)[C:2]([CH3:14])([CH3:1])[CH2:3][C:4]2([CH3:13])[CH3:12]. (5) Given the reactants ClCC[O:4]C1C=CC([NH2:11])=CC=1.[Cl:12][CH2:13][CH2:14][O:15][C:16]1[CH:21]=[CH:20][C:19]([N+:22]([O-])=O)=[CH:18][CH:17]=1, predict the reaction product. The product is: [NH4+:11].[OH-:4].[Cl:12][CH2:13][CH2:14][O:15][C:16]1[CH:21]=[CH:20][C:19]([NH2:22])=[CH:18][CH:17]=1. (6) Given the reactants C(OC([N:8]1[CH2:11][C:10]([O:13][C:14]2[CH:19]=[C:18]([Br:20])[CH:17]=[CH:16][C:15]=2[O:21][CH2:22][CH2:23][C:24]2[CH:29]=[CH:28][CH:27]=[CH:26][CH:25]=2)([CH3:12])[CH2:9]1)=O)(C)(C)C.C(OC(N1CC(OC2C=C(Br)C=CC=2O)(C)C1)=O)(C)(C)C.BrCCC1C=CC=CC=1.C([O-])([O-])=O.[Cs+].[Cs+], predict the reaction product. The product is: [Br:20][C:18]1[CH:17]=[CH:16][C:15]([O:21][CH2:22][CH2:23][C:24]2[CH:25]=[CH:26][CH:27]=[CH:28][CH:29]=2)=[C:14]([CH:19]=1)[O:13][C:10]1([CH3:12])[CH2:11][NH:8][CH2:9]1. (7) Given the reactants [F:1][C:2]1[CH:19]=[CH:18][C:5]([O:6][C:7]2[CH:12]=[CH:11][C:10]([C:13]3[CH:17]=[CH:16][NH:15][N:14]=3)=[CH:9][CH:8]=2)=[CH:4][CH:3]=1.[H-].[Na+].Cl[C:23]1[N:28]=[CH:27][CH:26]=[CH:25][N:24]=1, predict the reaction product. The product is: [F:1][C:2]1[CH:19]=[CH:18][C:5]([O:6][C:7]2[CH:8]=[CH:9][C:10]([C:13]3[CH:17]=[CH:16][N:15]([C:23]4[N:28]=[CH:27][CH:26]=[CH:25][N:24]=4)[N:14]=3)=[CH:11][CH:12]=2)=[CH:4][CH:3]=1. (8) Given the reactants [CH3:1][O:2][C:3]1[CH:4]=[C:5]([NH:11][C:12]2[N:26]=[C:15]3[C:16]([N:20]4[CH2:25][CH2:24][NH:23][CH2:22][CH2:21]4)=[N:17][CH:18]=[CH:19][N:14]3[N:13]=2)[CH:6]=[C:7]([O:9][CH3:10])[CH:8]=1.[C:27]([O-])(=[O:29])[CH3:28], predict the reaction product. The product is: [CH3:1][O:2][C:3]1[CH:4]=[C:5]([NH:11][C:12]2[N:26]=[C:15]3[C:16]([N:20]4[CH2:25][CH2:24][N:23]([C:27](=[O:29])[CH3:28])[CH2:22][CH2:21]4)=[N:17][CH:18]=[CH:19][N:14]3[N:13]=2)[CH:6]=[C:7]([O:9][CH3:10])[CH:8]=1. (9) Given the reactants [Cl:1][C:2]1[CH:10]=[CH:9][C:8]([OH:11])=[CH:7][C:3]=1[C:4]([OH:6])=[O:5].S(=O)(=O)(O)O.[CH3:17][CH2:18]O, predict the reaction product. The product is: [CH2:17]([O:5][C:4](=[O:6])[C:3]1[CH:7]=[C:8]([OH:11])[CH:9]=[CH:10][C:2]=1[Cl:1])[CH3:18]. (10) The product is: [F:22][C:2]([F:1])([F:23])[C:3]1[CH:8]=[CH:7][C:6]([C:9]2[CH:21]=[CH:20][C:12]3[S:13][C:14]([C:16]([OH:18])=[O:17])=[CH:15][C:11]=3[CH:10]=2)=[CH:5][CH:4]=1. Given the reactants [F:1][C:2]([F:23])([F:22])[C:3]1[CH:8]=[CH:7][C:6]([C:9]2[CH:21]=[CH:20][C:12]3[S:13][C:14]([C:16]([O:18]C)=[O:17])=[CH:15][C:11]=3[CH:10]=2)=[CH:5][CH:4]=1.O.[OH-].[Li+].O, predict the reaction product.